This data is from Catalyst prediction with 721,799 reactions and 888 catalyst types from USPTO. The task is: Predict which catalyst facilitates the given reaction. (1) Reactant: [OH-].[Li+].[C:3]1([CH3:22])[CH:8]=[CH:7][CH:6]=[CH:5][C:4]=1[O:9][CH:10]([C:12]1[CH:21]=[CH:20][C:15]([C:16]([O:18]C)=[O:17])=[CH:14][CH:13]=1)[CH3:11]. Product: [C:3]1([CH3:22])[CH:8]=[CH:7][CH:6]=[CH:5][C:4]=1[O:9][CH:10]([C:12]1[CH:13]=[CH:14][C:15]([C:16]([OH:18])=[O:17])=[CH:20][CH:21]=1)[CH3:11]. The catalyst class is: 24. (2) Reactant: Br[C:2]([F:19])([C:15]([F:18])([F:17])[F:16])[C:3]([F:14])([F:13])[O:4][C:5]1[CH:6]=[CH:7][C:8]([CH3:12])=[C:9]([CH:11]=1)[NH2:10].C(=O)([O-])O.[Na+].S(S([O-])=O)([O-])=O.[Na+].[Na+]. Product: [NH2:10][C:9]1[C:8]([CH3:12])=[CH:7][C:6]2[C:2]([F:19])([C:15]([F:18])([F:17])[F:16])[C:3]([F:14])([F:13])[O:4][C:5]=2[CH:11]=1. The catalyst class is: 16. (3) Reactant: [F:1][C:2]([F:16])([F:15])[C:3]1[CH:14]=[C:6]2[C:7]([CH2:12][OH:13])=[CH:8][CH:9]=[C:10]([I:11])[N:5]2[N:4]=1. Product: [F:16][C:2]([F:1])([F:15])[C:3]1[CH:14]=[C:6]2[C:7]([CH:12]=[O:13])=[CH:8][CH:9]=[C:10]([I:11])[N:5]2[N:4]=1. The catalyst class is: 327. (4) Reactant: C[O:2][C:3]([C:5]1[C:10]([Cl:11])=[CH:9][N:8]=[C:7]([NH:12][C:13]2[CH:18]=[CH:17][CH:16]=[CH:15][CH:14]=2)[N:6]=1)=[O:4].Cl. Product: [Cl:11][C:10]1[C:5]([C:3]([OH:4])=[O:2])=[N:6][C:7]([NH:12][C:13]2[CH:18]=[CH:17][CH:16]=[CH:15][CH:14]=2)=[N:8][CH:9]=1. The catalyst class is: 74. (5) Reactant: C(O)(=O)C.C(O[BH-](OC(=O)C)OC(=O)C)(=O)C.[Na+].[Cl-].[OH:20][CH:21]([C:30]1[CH:40]=[CH:39][C:33]2[CH2:34][CH2:35][NH2+:36][CH2:37][CH2:38][C:32]=2[CH:31]=1)[CH2:22][CH2:23][C:24]1[CH:28]=[CH:27][N:26]([CH3:29])[N:25]=1.C(N(CC)CC)C.[C:48]1(=O)[CH2:51][CH2:50][CH2:49]1. Product: [CH:48]1([N:36]2[CH2:37][CH2:38][C:32]3[CH:31]=[C:30]([CH:21]([OH:20])[CH2:22][CH2:23][C:24]4[CH:28]=[CH:27][N:26]([CH3:29])[N:25]=4)[CH:40]=[CH:39][C:33]=3[CH2:34][CH2:35]2)[CH2:51][CH2:50][CH2:49]1. The catalyst class is: 2. (6) Reactant: [I:1][C:2]1[CH:7]=[CH:6][C:5]([NH:8][CH:9]2[CH:14]3[CH2:15][CH2:16][N:11]([CH2:12][CH2:13]3)[CH2:10]2)=[CH:4][CH:3]=1.[ClH:17]. Product: [ClH:17].[I:1][C:2]1[CH:7]=[CH:6][C:5]([NH:8][CH:9]2[CH:14]3[CH2:15][CH2:16][N:11]([CH2:12][CH2:13]3)[CH2:10]2)=[CH:4][CH:3]=1. The catalyst class is: 684. (7) Reactant: ON1C2C=CC=CC=2N=N1.Cl.CN(C)CCCN=C=NCC.[Cl:23][CH2:24][CH2:25][CH2:26][O:27][C:28]1[CH:33]=[CH:32][C:31]([C:34]2[S:35][C:36]3[CH2:41][CH:40]([C:42]([OH:44])=O)[CH2:39][C:37]=3[N:38]=2)=[CH:30][CH:29]=1.[NH:45]1[CH2:50][CH2:49][O:48][CH2:47][CH2:46]1.C(N(CC)CC)C. Product: [Cl:23][CH2:24][CH2:25][CH2:26][O:27][C:28]1[CH:29]=[CH:30][C:31]([C:34]2[S:35][C:36]3[CH2:41][CH:40]([C:42]([N:45]4[CH2:50][CH2:49][O:48][CH2:47][CH2:46]4)=[O:44])[CH2:39][C:37]=3[N:38]=2)=[CH:32][CH:33]=1. The catalyst class is: 4. (8) Product: [CH:8]([O:11][C:12]1[N:17]=[CH:16][C:15]([O:18][C:19]2[CH:20]=[CH:21][C:22]([CH2:25][CH2:26][CH:27]([NH:29][CH:3]=[O:4])[CH3:28])=[CH:23][CH:24]=2)=[CH:14][CH:13]=1)([CH3:10])[CH3:9]. Reactant: FC(F)(F)[C:3](O)=[O:4].[CH:8]([O:11][C:12]1[N:17]=[CH:16][C:15]([O:18][C:19]2[CH:24]=[CH:23][C:22]([CH2:25][CH2:26][CH:27]([NH2:29])[CH3:28])=[CH:21][CH:20]=2)=[CH:14][CH:13]=1)([CH3:10])[CH3:9].C(N1C=CN=C1)(N1C=CN=C1)=O. The catalyst class is: 106.